Dataset: Forward reaction prediction with 1.9M reactions from USPTO patents (1976-2016). Task: Predict the product of the given reaction. (1) Given the reactants Br[C:2]1[N:7]=[C:6]2[C:8]([C:19]([NH:21][C:22]([CH3:25])([CH3:24])[CH3:23])=[O:20])=[CH:9][N:10]([CH2:11][O:12][CH2:13][CH2:14][Si:15]([CH3:18])([CH3:17])[CH3:16])[C:5]2=[N:4][CH:3]=1.[CH2:26]([C:28]1[CH:29]=[CH:30][CH:31]=[C:32]2[C:36]=1[NH:35][N:34]=[C:33]2I)[CH3:27].C([Sn](CCCC)(CCCC)[Sn](CCCC)(CCCC)CCCC)CCC, predict the reaction product. The product is: [C:22]([NH:21][C:19]([C:8]1[C:6]2=[N:7][C:2]([C:33]3[C:32]4[C:36](=[C:28]([CH2:26][CH3:27])[CH:29]=[CH:30][CH:31]=4)[NH:35][N:34]=3)=[CH:3][N:4]=[C:5]2[N:10]([CH2:11][O:12][CH2:13][CH2:14][Si:15]([CH3:18])([CH3:17])[CH3:16])[CH:9]=1)=[O:20])([CH3:25])([CH3:24])[CH3:23]. (2) Given the reactants Br[C:2]1[CH:8]=[C:7]([F:9])[C:5]([NH2:6])=[C:4]([Cl:10])[C:3]=1[Cl:11].[Li]CCCC.O, predict the reaction product. The product is: [Cl:10][C:4]1[C:3]([Cl:11])=[CH:2][CH:8]=[C:7]([F:9])[C:5]=1[NH2:6].